Dataset: Reaction yield outcomes from USPTO patents with 853,638 reactions. Task: Predict the reaction yield, written as a fraction of the theoretical maximum amount of product (1.0 means a 100% yield; for example, 0.34 means a 34% yield). (1) The reactants are [CH:1]1([C:4]([NH:6][C:7]2[C:15]([OH:16])=[CH:14][C:13]([F:17])=[CH:12][C:8]=2[C:9]([O-:11])=[O:10])=O)[CH2:3][CH2:2]1.O.[C:19]1(C)C=CC(S(O)(=O)=O)=CC=1.C1(C)C=CC=CC=1. The catalyst is C(OCC)(=O)C. The product is [CH:1]1([C:4]2[O:16][C:15]3[C:7](=[C:8]([C:9]([O:11][CH3:19])=[O:10])[CH:12]=[C:13]([F:17])[CH:14]=3)[N:6]=2)[CH2:3][CH2:2]1. The yield is 0.690. (2) The reactants are Cl[CH2:2][C:3]1[N:4]=[C:5]2[CH:14]=[CH:13][CH:12]=[CH:11][N:6]2[C:7](=[O:10])[C:8]=1[I:9].[C:15]([O-:18])(=[O:17])[CH3:16].[K+].O. The catalyst is CN(C=O)C. The product is [C:15]([O:18][CH2:2][C:3]1[N:4]=[C:5]2[CH:14]=[CH:13][CH:12]=[CH:11][N:6]2[C:7](=[O:10])[C:8]=1[I:9])(=[O:17])[CH3:16]. The yield is 0.900. (3) The reactants are [OH-].[Na+].O.[CH3:4][O:5][C:6]1[CH:14]=[C:13]2[C:9]([C:10]([CH:15]([CH3:20])[C:16]([O:18]C)=[O:17])=[CH:11][CH2:12]2)=[CH:8][CH:7]=1.C1COCC1. The catalyst is CO. The product is [CH3:4][O:5][C:6]1[CH:14]=[C:13]2[C:9]([C:10]([CH:15]([CH3:20])[C:16]([OH:18])=[O:17])=[CH:11][CH2:12]2)=[CH:8][CH:7]=1. The yield is 0.900. (4) The reactants are FC(F)(F)C1C=C(C=CC=1)C([O:8][CH:9]([CH2:14][N:15]([C:28]1[CH:33]=[CH:32][CH:31]=[C:30]([F:34])[CH:29]=1)[C:16](=[O:27])[C:17]1[CH:22]=[CH:21][CH:20]=[C:19]([C:23]([F:26])([F:25])[F:24])[CH:18]=1)[C:10]([F:13])([F:12])[F:11])=O.N. The catalyst is CO. The product is [F:34][C:30]1[CH:29]=[C:28]([N:15]([CH2:14][CH:9]([OH:8])[C:10]([F:11])([F:12])[F:13])[C:16](=[O:27])[C:17]2[CH:22]=[CH:21][CH:20]=[C:19]([C:23]([F:26])([F:25])[F:24])[CH:18]=2)[CH:33]=[CH:32][CH:31]=1. The yield is 0.610. (5) The reactants are [CH:1]1([C:4]2[CH:5]=[N:6][N:7]([C:9]3[CH:14]=[CH:13][C:12]([N+:15]([O-])=O)=[CH:11][N:10]=3)[CH:8]=2)[CH2:3][CH2:2]1. The catalyst is C(OCC)(=O)C.[OH-].[OH-].[Pd+2]. The product is [CH:1]1([C:4]2[CH:5]=[N:6][N:7]([C:9]3[N:10]=[CH:11][C:12]([NH2:15])=[CH:13][CH:14]=3)[CH:8]=2)[CH2:3][CH2:2]1. The yield is 0.380. (6) The reactants are [OH:1][C:2]1[CH:3]=[C:4]([NH:8][C:9]2[N:14]=[C:13]([NH:15][C:16]3[CH:21]=[CH:20][CH:19]=[C:18]([OH:22])[CH:17]=3)[C:12]([F:23])=[CH:11][N:10]=2)[CH:5]=[CH:6][CH:7]=1.OC1C=C(C=CC=1[C:32]([O:34][CH3:35])=[O:33])N.ClC1N=C(Cl)C(F)=CN=1. No catalyst specified. The product is [OH:1][C:2]1[CH:3]=[C:4]([NH:8][C:9]2[N:14]=[C:13]([NH:15][C:16]3[CH:21]=[CH:20][C:19]([C:32]([O:34][CH3:35])=[O:33])=[C:18]([OH:22])[CH:17]=3)[C:12]([F:23])=[CH:11][N:10]=2)[CH:5]=[CH:6][C:7]=1[C:32]([O:34][CH3:35])=[O:33]. The yield is 0.410. (7) The yield is 0.590. The product is [CH:2]([C:3]1[NH:11][N:10]=[C:5]([NH2:6])[CH:4]=1)([CH3:8])[CH3:1]. The reactants are [CH3:1][CH:2]([CH3:8])[C:3](=O)[CH2:4][C:5]#[N:6].O.[NH2:10][NH2:11]. The catalyst is CCO.CCOC(C)=O. (8) The reactants are [NH2:1][C:2]1[C:7]([C:8]#[C:9][CH2:10][OH:11])=[N:6][C:5]([S:12][CH3:13])=[CH:4][N:3]=1.[H-].[Na+].[F:16][C:17]1[CH:24]=[CH:23][C:20]([CH2:21]Br)=[CH:19][CH:18]=1.[Cl-].[NH4+]. The catalyst is CN(C)C=O. The product is [F:16][C:17]1[CH:24]=[CH:23][C:20]([CH2:21][N:1]2[C:2]3=[N:3][CH:4]=[C:5]([S:12][CH3:13])[N:6]=[C:7]3[CH:8]=[C:9]2[CH:10]=[O:11])=[CH:19][CH:18]=1. The yield is 0.996. (9) The reactants are Cl.[C:2]([C:4]1[C:5]([N:11]=CN(C)C)=[N:6][CH:7]=[C:8]([I:10])[N:9]=1)#[N:3]. No catalyst specified. The product is [NH2:11][C:5]1[C:4]([C:2]#[N:3])=[N:9][C:8]([I:10])=[CH:7][N:6]=1. The yield is 0.950.